This data is from Full USPTO retrosynthesis dataset with 1.9M reactions from patents (1976-2016). The task is: Predict the reactants needed to synthesize the given product. (1) Given the product [Cl:27][C:13]1[C:12]([CH3:28])=[C:11]([C:10]2[C:3]3[C:2]([O:30][C@H:31]([CH2:35][C:36]4[CH:41]=[CH:40][CH:39]=[CH:38][C:37]=4[O:42][CH2:43][C:44]4[CH:49]=[CH:48][N:47]=[C:46]([C:50]5[CH:55]=[CH:54][CH:53]=[CH:52][C:51]=5[O:56][CH3:57])[N:45]=4)[C:32]([O:34][CH2:64][CH3:65])=[O:33])=[N:7][CH:6]=[N:5][C:4]=3[S:8][C:9]=2[I:29])[CH:16]=[CH:15][C:14]=1[O:17][CH2:18][CH2:19][N:20]1[CH2:25][CH2:24][N:23]([CH3:26])[CH2:22][CH2:21]1, predict the reactants needed to synthesize it. The reactants are: Cl[C:2]1[C:3]2[C:10]([C:11]3[CH:16]=[CH:15][C:14]([O:17][CH2:18][CH2:19][N:20]4[CH2:25][CH2:24][N:23]([CH3:26])[CH2:22][CH2:21]4)=[C:13]([Cl:27])[C:12]=3[CH3:28])=[C:9]([I:29])[S:8][C:4]=2[N:5]=[CH:6][N:7]=1.[OH:30][C@H:31]([CH2:35][C:36]1[CH:41]=[CH:40][CH:39]=[CH:38][C:37]=1[O:42][CH2:43][C:44]1[CH:49]=[CH:48][N:47]=[C:46]([C:50]2[CH:55]=[CH:54][CH:53]=[CH:52][C:51]=2[O:56][CH3:57])[N:45]=1)[C:32]([O-:34])=[O:33].C([O-])([O-])=O.[Cs+].[Cs+].[C:64](O)(C)(C)[CH3:65]. (2) Given the product [C:1]([O:5][C:6]([N:8]1[CH:15]2[CH:11]([C:12]([C:16]#[C:17][C:18]3[CH:23]=[CH:22][CH:21]=[C:20]([F:25])[CH:24]=3)=[N:13][O:14]2)[CH2:10][CH2:9]1)=[O:7])([CH3:2])([CH3:3])[CH3:4], predict the reactants needed to synthesize it. The reactants are: [C:1]([O:5][C:6]([N:8]1[CH:15]2[CH:11]([C:12]([C:16]#[C:17][C:18]3[CH:23]=[CH:22][CH:21]=[C:20]([CH3:24])N=3)=[N:13][O:14]2)[CH2:10][CH2:9]1)=[O:7])([CH3:4])([CH3:3])[CH3:2].[F:25]C1C=CC=C(I)C=1. (3) Given the product [Cl:3][C:4]1[C:9]([F:10])=[CH:8][C:7]2[C:11]3[C:16](=[CH:15][N:14]=[CH:13][CH:12]=3)[C:17](=[O:18])[N:19]([CH3:20])[C:6]=2[CH:5]=1, predict the reactants needed to synthesize it. The reactants are: [H-].[Na+].[Cl:3][C:4]1[C:9]([F:10])=[CH:8][C:7]([C:11]2[C:16]([C:17]([NH:19][CH3:20])=[O:18])=[CH:15][N:14]=[CH:13][CH:12]=2)=[C:6](F)[CH:5]=1.